From a dataset of Full USPTO retrosynthesis dataset with 1.9M reactions from patents (1976-2016). Predict the reactants needed to synthesize the given product. (1) Given the product [ClH:22].[F:18][C:15]([F:16])([F:17])[C:14]([N:11]1[CH2:10][CH2:9][C:8]2[CH:20]=[CH:21][C:5]([CH2:4][NH2:3])=[CH:6][C:7]=2[CH2:13][CH2:12]1)=[O:19], predict the reactants needed to synthesize it. The reactants are: CO[N:3]=[CH:4][C:5]1[CH:21]=[CH:20][C:8]2[CH2:9][CH2:10][N:11]([C:14](=[O:19])[C:15]([F:18])([F:17])[F:16])[CH2:12][CH2:13][C:7]=2[CH:6]=1.[ClH:22]. (2) Given the product [F:13][C:14]([F:34])([CH:17]([F:33])[O:18][C:19]([F:32])([F:31])[C:20]([F:29])([F:30])[C:21]([F:27])([F:28])[O:22][C:23]([F:24])([F:25])[F:26])[C:15]([OH:6])=[O:16], predict the reactants needed to synthesize it. The reactants are: OO.FC(F)(F)C(C(F)(F)F)=[O:6].[F:13][C:14]([F:34])([CH:17]([F:33])[O:18][C:19]([F:32])([F:31])[C:20]([F:30])([F:29])[C:21]([F:28])([F:27])[O:22][C:23]([F:26])([F:25])[F:24])[CH2:15][OH:16]. (3) The reactants are: [CH2:1]1[C:6](=[O:7])[N:5]([O:8][C:9]([CH2:11][CH2:12][S:13][S:14][C:15]2[N:20]=[CH:19][CH:18]=[CH:17][CH:16]=2)=[O:10])[C:3](=[O:4])[CH2:2]1.[CH2:21]([SH:28])[C@@H:22]([OH:27])[C@H:23]([OH:26])[CH2:24][SH:25].C1C(CN2C(=O)C=CC2=O)CCC(C(ON2C(=O)CCC2=O)=O)C1. Given the product [CH2:1]1[C:6](=[O:7])[N:5]([O:8][C:9]([CH2:11][CH2:12][S:13][S:14][C:15]2[N:20]=[CH:19][CH:18]=[CH:17][CH:16]=2)=[O:10])[C:3](=[O:4])[CH2:2]1.[CH2:21]([SH:28])[C@@H:22]([OH:27])[C@H:23]([OH:26])[CH2:24][SH:25], predict the reactants needed to synthesize it. (4) Given the product [Br:13][CH2:12][C:3]1[CH:4]=[C:5]([F:11])[C:6]([N+:8]([O-:10])=[O:9])=[CH:7][C:2]=1[F:1], predict the reactants needed to synthesize it. The reactants are: [F:1][C:2]1[CH:7]=[C:6]([N+:8]([O-:10])=[O:9])[C:5]([F:11])=[CH:4][C:3]=1[CH3:12].[Br:13]N1C(=O)CCC1=O. (5) Given the product [CH2:1]([O:3][C:4]1[CH:9]=[N:8][C:7]([C:10]2[CH:11]=[C:12]([CH:26]=[CH:27][CH:28]=2)[CH2:13][C:14]2[C:19](=[O:20])[CH:18]=[CH:17][N:16]([C:21]3[CH:22]=[N:23][N:24]([CH2:29][C:30]([OH:33])([CH3:32])[CH3:31])[CH:25]=3)[N:15]=2)=[N:6][CH:5]=1)[CH3:2], predict the reactants needed to synthesize it. The reactants are: [CH2:1]([O:3][C:4]1[CH:5]=[N:6][C:7]([C:10]2[CH:11]=[C:12]([CH:26]=[CH:27][CH:28]=2)[CH2:13][C:14]2[C:19](=[O:20])[CH:18]=[CH:17][N:16]([C:21]3[CH:22]=[N:23][NH:24][CH:25]=3)[N:15]=2)=[N:8][CH:9]=1)[CH3:2].[CH3:29][C:30]1([O:33][CH2:32]1)[CH3:31].C([O-])([O-])=O.[Cs+].[Cs+].